From a dataset of Ames mutagenicity test results for genotoxicity prediction. Regression/Classification. Given a drug SMILES string, predict its toxicity properties. Task type varies by dataset: regression for continuous values (e.g., LD50, hERG inhibition percentage) or binary classification for toxic/non-toxic outcomes (e.g., AMES mutagenicity, cardiotoxicity, hepatotoxicity). Dataset: ames. (1) The drug is Cc1cn([C@@H]2C[C@H](N=[N+]=[N-])[C@@H](CO)O2)c(=O)[nH]c1=O. The result is 1 (mutagenic). (2) The drug is c1ccc2occc2c1. The result is 0 (non-mutagenic). (3) The molecule is O=NN(CCCl)C(=O)NC1CCCCC1. The result is 1 (mutagenic). (4) The drug is O=[N+]([O-])c1ccc(-c2ccc([N+](=O)[O-])cc2)cc1. The result is 1 (mutagenic). (5) The compound is Nc1ccc2c([nH]c3ccccc32)c1[N+](=O)[O-]. The result is 1 (mutagenic).